This data is from Reaction yield outcomes from USPTO patents with 853,638 reactions. The task is: Predict the reaction yield, written as a fraction of the theoretical maximum amount of product (1.0 means a 100% yield; for example, 0.34 means a 34% yield). (1) The reactants are O=[C:2]1[CH2:6][CH2:5][C@H:4]([C:7]2[C:15]3[C:10](=[CH:11][CH:12]=[C:13]([C:16]#[N:17])[CH:14]=3)[NH:9][CH:8]=2)[CH2:3]1.[CH3:18][NH:19][CH3:20].C(O[BH-](OC(=O)C)OC(=O)C)(=O)C.[Na+].Cl.C(=O)([O-])[O-].[Na+].[Na+]. The catalyst is C(O)C.O. The product is [CH3:18][N:19]([CH3:20])[CH:2]1[CH2:6][CH2:5][C@H:4]([C:7]2[C:15]3[C:10](=[CH:11][CH:12]=[C:13]([C:16]#[N:17])[CH:14]=3)[NH:9][CH:8]=2)[CH2:3]1. The yield is 1.00. (2) The reactants are [F:1][C:2]([F:22])([F:21])[CH:3]([C:5]1[CH:10]=[CH:9][C:8]([O:11][C:12]2[CH:17]=[CH:16][CH:15]=[C:14]([F:18])[N:13]=2)=[C:7]([O:19][CH3:20])[CH:6]=1)[OH:4].[S:23](Cl)([C:26]1[CH:32]=[CH:31][C:29]([CH3:30])=[CH:28][CH:27]=1)(=[O:25])=[O:24]. The catalyst is CN(C1C=CN=CC=1)C.ClCCl. The product is [CH3:30][C:29]1[CH:31]=[CH:32][C:26]([S:23]([O:4][CH:3]([C:5]2[CH:10]=[CH:9][C:8]([O:11][C:12]3[CH:17]=[CH:16][CH:15]=[C:14]([F:18])[N:13]=3)=[C:7]([O:19][CH3:20])[CH:6]=2)[C:2]([F:1])([F:21])[F:22])(=[O:25])=[O:24])=[CH:27][CH:28]=1. The yield is 0.410. (3) The reactants are C[O:2][C:3]1[CH:12]=[CH:11][C:10]2[C:5](=[CH:6][CH:7]=[C:8]([C:13]3[CH:18]=[C:17]([CH3:19])[CH:16]=[C:15]([O:20]C)[CH:14]=3)[CH:9]=2)[CH:4]=1.B(Br)(Br)Br. No catalyst specified. The product is [OH:20][C:15]1[CH:14]=[C:13]([C:8]2[CH:9]=[C:10]3[C:5](=[CH:6][CH:7]=2)[CH:4]=[C:3]([OH:2])[CH:12]=[CH:11]3)[CH:18]=[C:17]([CH3:19])[CH:16]=1. The yield is 1.00. (4) The reactants are O[CH2:2][CH2:3][CH2:4][CH2:5][N:6]1[C:14](=[O:15])[C:13]2[C:8](=[CH:9][CH:10]=[CH:11][CH:12]=2)[C:7]1=[O:16].[CH:17]([NH:20][CH2:21][C@@H:22]1[C@H:26]2[O:27][C:28]([CH3:31])([CH3:30])[O:29][C@H:25]2[C@H:24]([N:32]2[CH:40]=[N:39][C:38]3[C:33]2=[N:34][CH:35]=[N:36][C:37]=3[NH2:41])[O:23]1)([CH3:19])[CH3:18].O=C1C2C(=CC=CC=2)C(=O)N1CCCC=O.[BH-](OC(C)=O)(OC(C)=O)OC(C)=O.[Na+].C([O-])(O)=O.[Na+]. The catalyst is CC(=O)OCC.ClCCCl. The product is [NH2:41][C:37]1[N:36]=[CH:35][N:34]=[C:33]2[C:38]=1[N:39]=[CH:40][N:32]2[C@H:24]1[C@@H:25]2[O:29][C:28]([CH3:30])([CH3:31])[O:27][C@@H:26]2[C@@H:22]([CH2:21][N:20]([CH:17]([CH3:19])[CH3:18])[CH2:2][CH2:3][CH2:4][CH2:5][N:6]2[C:14](=[O:15])[C:13]3[C:8](=[CH:9][CH:10]=[CH:11][CH:12]=3)[C:7]2=[O:16])[O:23]1. The yield is 0.750. (5) The reactants are CCOC(/N=N/C(OCC)=O)=O.C1(C)C=CC=CC=1.[CH2:20]([O:27][C:28]1[CH:29]=[C:30]([CH:35]=[C:36]([OH:38])[CH:37]=1)[C:31]([O:33][CH3:34])=[O:32])[C:21]1[CH:26]=[CH:25][CH:24]=[CH:23][CH:22]=1.[CH3:39][O:40][CH2:41][C@H:42](O)[CH2:43][CH3:44].C1(P(C2C=CC=CC=2)C2C=CC=CC=2)C=CC=CC=1. The catalyst is C1COCC1. The product is [CH2:20]([O:27][C:28]1[CH:29]=[C:30]([CH:35]=[C:36]([O:38][C@H:42]([CH2:41][O:40][CH3:39])[CH2:43][CH3:44])[CH:37]=1)[C:31]([O:33][CH3:34])=[O:32])[C:21]1[CH:22]=[CH:23][CH:24]=[CH:25][CH:26]=1. The yield is 0.680. (6) The reactants are [F:1][C:2]([F:7])([F:6])[C:3]([OH:5])=[O:4].[F:8][C:9]([F:14])([F:13])[C:10]([OH:12])=[O:11].FC(F)(F)C(O)=O.[Cl:22][C:23]1[CH:24]=[N:25][C:26]2[NH:27][C:28]3[CH:29]=[N:30][CH:31]=[C:32]([CH:54]=3)[CH2:33][CH2:34][C:35]3[CH:43]=[C:39]([NH:40][C:41]=1[N:42]=2)[CH:38]=[CH:37][C:36]=3[NH:44][C:45](=[O:53])[CH2:46][CH:47]1[CH2:52][CH2:51][NH:50][CH2:49][CH2:48]1.[N:55]([C:58]1[CH:65]=[CH:64][CH:63]=[CH:62][C:59]=1[C:60]#[N:61])=[C:56]=[O:57]. No catalyst specified. The product is [F:1][C:2]([F:7])([F:6])[C:3]([OH:5])=[O:4].[F:8][C:9]([F:14])([F:13])[C:10]([OH:12])=[O:11].[Cl:22][C:23]1[CH:24]=[N:25][C:26]2[NH:27][C:28]3[CH:29]=[N:30][CH:31]=[C:32]([CH:54]=3)[CH2:33][CH2:34][C:35]3[CH:43]=[C:39]([NH:40][C:41]=1[N:42]=2)[CH:38]=[CH:37][C:36]=3[NH:44][C:45](=[O:53])[CH2:46][CH:47]1[CH2:52][CH2:51][N:50]([C:56]([NH:55][C:58]2[CH:65]=[CH:64][CH:63]=[CH:62][C:59]=2[C:60]#[N:61])=[O:57])[CH2:49][CH2:48]1. The yield is 0.570. (7) The reactants are CC(OI1(OC(C)=O)(OC(C)=O)OC(=O)C2C=CC=CC1=2)=O.[C:23]([Si:27]([CH3:39])([CH3:38])[O:28][C@H:29]1[C@H:33]2[O:34][CH2:35][C@@H:36]([OH:37])[C@H:32]2[O:31][CH2:30]1)([CH3:26])([CH3:25])[CH3:24]. The catalyst is ClCCl. The product is [Si:27]([O:28][C@H:29]1[C@H:33]2[O:34][CH2:35][C:36](=[O:37])[C@H:32]2[O:31][CH2:30]1)([C:23]([CH3:26])([CH3:24])[CH3:25])([CH3:39])[CH3:38]. The yield is 0.910. (8) The reactants are [CH2:1]([N:8]1[C:14](=[O:15])[CH:13]2[N:16](CC3C=CC=CC=3)[CH:10]([CH2:11][CH2:12]2)[C:9]1=[O:24])[C:2]1[CH:7]=[CH:6][CH:5]=[CH:4][CH:3]=1.Cl. The catalyst is CO.[Pd]. The product is [CH2:1]([N:8]1[C:9](=[O:24])[CH:10]2[NH:16][CH:13]([CH2:12][CH2:11]2)[C:14]1=[O:15])[C:2]1[CH:3]=[CH:4][CH:5]=[CH:6][CH:7]=1. The yield is 0.800. (9) The reactants are [Cl:1][C:2]1[CH:7]=[C:6]([OH:8])[C:5]([Cl:9])=[CH:4][N:3]=1.CC(C)([O-])C.[Na+].Br[CH2:17][CH:18]1[CH2:21][CH2:20][CH2:19]1. The catalyst is C1COCC1.CN(C=O)C. The product is [Cl:1][C:2]1[CH:7]=[C:6]([O:8][CH2:17][CH:18]2[CH2:21][CH2:20][CH2:19]2)[C:5]([Cl:9])=[CH:4][N:3]=1. The yield is 0.500.